Dataset: Merck oncology drug combination screen with 23,052 pairs across 39 cell lines. Task: Regression. Given two drug SMILES strings and cell line genomic features, predict the synergy score measuring deviation from expected non-interaction effect. (1) Drug 1: Cc1nc(Nc2ncc(C(=O)Nc3c(C)cccc3Cl)s2)cc(N2CCN(CCO)CC2)n1. Drug 2: CC1(c2nc3c(C(N)=O)cccc3[nH]2)CCCN1. Cell line: DLD1. Synergy scores: synergy=5.50. (2) Drug 1: CN1C(=O)C=CC2(C)C3CCC4(C)C(NC(=O)OCC(F)(F)F)CCC4C3CCC12. Drug 2: O=C(CCCCCCC(=O)Nc1ccccc1)NO. Cell line: NCIH460. Synergy scores: synergy=3.29. (3) Drug 2: O=C(NOCC(O)CO)c1ccc(F)c(F)c1Nc1ccc(I)cc1F. Drug 1: NC1(c2ccc(-c3nc4ccn5c(=O)[nH]nc5c4cc3-c3ccccc3)cc2)CCC1. Cell line: MDAMB436. Synergy scores: synergy=11.7. (4) Drug 1: Cc1nc(Nc2ncc(C(=O)Nc3c(C)cccc3Cl)s2)cc(N2CCN(CCO)CC2)n1. Drug 2: CNC(=O)c1cc(Oc2ccc(NC(=O)Nc3ccc(Cl)c(C(F)(F)F)c3)cc2)ccn1. Cell line: LOVO. Synergy scores: synergy=12.2. (5) Drug 1: O=c1[nH]cc(F)c(=O)[nH]1. Drug 2: O=C(CCCCCCC(=O)Nc1ccccc1)NO. Cell line: UWB1289BRCA1. Synergy scores: synergy=7.83.